From a dataset of Reaction yield outcomes from USPTO patents with 853,638 reactions. Predict the reaction yield, written as a fraction of the theoretical maximum amount of product (1.0 means a 100% yield; for example, 0.34 means a 34% yield). (1) The reactants are C(OC(N1C2C=CC(Cl)=CC=2N=[C:9]1[CH:18]([NH:24][C:25](=[O:40])[C:26]1[CH:31]=[CH:30][C:29]([C:32]([N:34]2[CH2:38][CH2:37][CH2:36][CH2:35]2)=[O:33])=[C:28]([CH3:39])[CH:27]=1)[CH2:19][CH2:20][C:21]([OH:23])=O)=O)(C)(C)C.CN(C(O[N:49]1N=[N:56][C:51]2[CH:52]=[CH:53][CH:54]=[CH:55][C:50]1=2)=[N+](C)C)C.[B-](F)(F)(F)F.C(N(C(C)C)CC)(C)C.[C:72]([O:76][C:77]([NH:79][CH2:80][C@H:81]1[CH2:85][CH2:84][CH2:83][NH:82]1)=[O:78])([CH3:75])([CH3:74])[CH3:73].FC(F)(F)C(O)=O.[Cl:93]Cl. The catalyst is C(#N)C.C(OCC)(=O)C.C(O)C. The product is [Cl:93][C:54]1[CH:53]=[CH:52][C:51]2[NH:56][C:9]([C@@H:18]([NH:24][C:25](=[O:40])[C:26]3[CH:31]=[CH:30][C:29]([C:32]([N:34]4[CH2:35][CH2:36][CH2:37][CH2:38]4)=[O:33])=[C:28]([CH3:39])[CH:27]=3)[CH2:19][CH2:20][C:21]([N:82]3[CH2:83][CH2:84][CH2:85][C@@H:81]3[CH2:80][NH:79][C:77]([O:76][C:72]([CH3:75])([CH3:73])[CH3:74])=[O:78])=[O:23])=[N:49][C:50]=2[CH:55]=1. The yield is 0.510. (2) The reactants are [NH2:1][C:2]1[NH:7][C:6](=[O:8])[NH:5][C:4](=[O:9])[CH:3]=1.[CH3:10][C:11]([O-])=O.[Na+]. The catalyst is O. The product is [N:7]1[C:2]2[NH:1][CH:10]=[CH:11][C:3]=2[C:4]([OH:9])=[N:5][C:6]=1[OH:8]. The yield is 0.810. (3) The reactants are [Br:1]N1C(=O)CCC1=O.[S:9]1[CH:13]=[CH:12][CH:11]=[C:10]1[CH:14]1[CH2:19][CH2:18][N:17]([C:20]([O:22][C:23]([CH3:26])([CH3:25])[CH3:24])=[O:21])[CH2:16][CH2:15]1.C([O-])(O)=O.[Na+]. The catalyst is CC#N. The product is [Br:1][C:13]1[S:9][C:10]([CH:14]2[CH2:15][CH2:16][N:17]([C:20]([O:22][C:23]([CH3:26])([CH3:25])[CH3:24])=[O:21])[CH2:18][CH2:19]2)=[CH:11][CH:12]=1. The yield is 0.210. (4) The reactants are [CH2:1]([O:8][C:9]1[CH:10]=[CH:11][C:12]([OH:17])=[C:13]([CH:16]=1)[CH:14]=[O:15])[C:2]1[CH:7]=[CH:6][CH:5]=[CH:4][CH:3]=1.[C:18]1([Li])[CH:23]=[CH:22][CH:21]=[CH:20][CH:19]=1. The catalyst is C1COCC1. The product is [CH2:1]([O:8][C:9]1[CH:10]=[CH:11][C:12]([OH:17])=[C:13]([CH:14]([OH:15])[C:18]2[CH:23]=[CH:22][CH:21]=[CH:20][CH:19]=2)[CH:16]=1)[C:2]1[CH:3]=[CH:4][CH:5]=[CH:6][CH:7]=1. The yield is 0.930. (5) The reactants are Br[CH:2]1[CH2:7][CH2:6][O:5][CH2:4][CH2:3]1.[Mg].II.[NH2:11][C:12]1[N:16]([C:17]2[CH:18]=[C:19]([CH:26]=[CH:27][C:28]=2[CH3:29])[C:20]([NH:22][CH:23]2[CH2:25][CH2:24]2)=[O:21])[CH:15]=[N:14][C:13]=1[C:30]#N.C1C[O:35]CC1. No catalyst specified. The product is [NH2:11][C:12]1[N:16]([C:17]2[CH:18]=[C:19]([CH:26]=[CH:27][C:28]=2[CH3:29])[C:20]([NH:22][CH:23]2[CH2:25][CH2:24]2)=[O:21])[CH:15]=[N:14][C:13]=1[C:30]([CH:2]1[CH2:7][CH2:6][O:5][CH2:4][CH2:3]1)=[O:35]. The yield is 0.300.